From a dataset of CYP3A4 substrate classification data from Carbon-Mangels et al.. Regression/Classification. Given a drug SMILES string, predict its absorption, distribution, metabolism, or excretion properties. Task type varies by dataset: regression for continuous measurements (e.g., permeability, clearance, half-life) or binary classification for categorical outcomes (e.g., BBB penetration, CYP inhibition). Dataset: cyp3a4_substrate_carbonmangels. (1) The compound is CN1C(=O)[C@H](O)N=C(c2ccccc2)c2cc(Cl)ccc21. The result is 1 (substrate). (2) The molecule is CN1CCN2c3ccccc3Cc3ccccc3[C@@H]2C1. The result is 1 (substrate). (3) The drug is COc1ccc(Cc2nccc3cc(OC)c(OC)cc23)cc1OC. The result is 0 (non-substrate). (4) The compound is COc1ccc(CCN2CCC(Nc3nc4ccccc4n3Cc3ccc(F)cc3)CC2)cc1. The result is 1 (substrate). (5) The molecule is Cc1nnc2n1-c1sc(Br)cc1C(c1ccccc1Cl)=NC2. The result is 1 (substrate). (6) The drug is COc1ccc(CN2CCNCC2)c(OC)c1OC. The result is 0 (non-substrate).